From a dataset of Full USPTO retrosynthesis dataset with 1.9M reactions from patents (1976-2016). Predict the reactants needed to synthesize the given product. (1) The reactants are: [F:1][C:2]1[CH:3]=[C:4]([CH2:12]C(O)=O)[CH:5]=[C:6]([F:11])[C:7]=1[N+:8]([O-:10])=[O:9].C(=O)([O-])[O-].[K+].[K+]. Given the product [F:1][C:2]1[CH:3]=[C:4]([CH3:12])[CH:5]=[C:6]([F:11])[C:7]=1[N+:8]([O-:10])=[O:9], predict the reactants needed to synthesize it. (2) The reactants are: [Cl:1][C:2]1[CH:3]=[CH:4][C:5]([O:31][CH3:32])=[C:6]([NH:8][C:9](=[O:30])[CH2:10][N:11]2[C:19]3[CH2:18][CH2:17][N:16]([CH2:20][C:21]([O:23]CC)=[O:22])[CH2:15][C:14]=3[C:13]([C:26]([F:29])([F:28])[F:27])=[N:12]2)[CH:7]=1.CO.[H-].[Li+]. Given the product [Cl:1][C:2]1[CH:3]=[CH:4][C:5]([O:31][CH3:32])=[C:6]([NH:8][C:9](=[O:30])[CH2:10][N:11]2[C:19]3[CH2:18][CH2:17][N:16]([CH2:20][C:21]([OH:23])=[O:22])[CH2:15][C:14]=3[C:13]([C:26]([F:29])([F:28])[F:27])=[N:12]2)[CH:7]=1, predict the reactants needed to synthesize it.